From a dataset of Catalyst prediction with 721,799 reactions and 888 catalyst types from USPTO. Predict which catalyst facilitates the given reaction. (1) Reactant: C([O:3][C:4]([C:6]1[S:7][C:8]([C:12]2[C:21]3[C:16](=[CH:17][CH:18]=[CH:19][CH:20]=3)[CH:15]=[CH:14][CH:13]=2)=[C:9]([CH3:11])[N:10]=1)=[O:5])C.[OH-].[Na+]. Product: [CH3:11][C:9]1[N:10]=[C:6]([C:4]([OH:5])=[O:3])[S:7][C:8]=1[C:12]1[C:21]2[C:16](=[CH:17][CH:18]=[CH:19][CH:20]=2)[CH:15]=[CH:14][CH:13]=1. The catalyst class is: 90. (2) Reactant: Cl.Cl.[NH:3]1[CH2:8][CH2:7][CH2:6][C@H:5]([NH:9][C:10]2[CH:11]=[C:12]3[C:16](=[CH:17][CH:18]=2)[NH:15][N:14]=[CH:13]3)[CH2:4]1.[C:19]([O:27][CH2:28][CH2:29][O:30][C:31]1[CH:36]=[CH:35][CH:34]=[C:33]([CH:37]=O)[CH:32]=1)(=[O:26])[C:20]1[CH:25]=[CH:24][CH:23]=[CH:22][CH:21]=1.C(O[BH-](OC(=O)C)OC(=O)C)(=O)C.[Na+]. Product: [C:19]([O:27][CH2:28][CH2:29][O:30][C:31]1[CH:36]=[CH:35][CH:34]=[C:33]([CH2:37][N:3]2[CH2:8][CH2:7][CH2:6][C@H:5]([NH:9][C:10]3[CH:11]=[C:12]4[C:16](=[CH:17][CH:18]=3)[NH:15][N:14]=[CH:13]4)[CH2:4]2)[CH:32]=1)(=[O:26])[C:20]1[CH:21]=[CH:22][CH:23]=[CH:24][CH:25]=1. The catalyst class is: 1. (3) Reactant: C(OC([N:8]([C:16]1[C:20]2[CH:21]=[C:22]([CH2:35][CH2:36][CH3:37])[C:23]([CH2:25][O:26][C:27]3[CH:32]=[CH:31][C:30]([Cl:33])=[C:29]([Cl:34])[CH:28]=3)=[CH:24][C:19]=2[O:18][N:17]=1)C(=O)OC(C)(C)C)=O)(C)(C)C.FC(F)(F)C(O)=O. Product: [Cl:34][C:29]1[CH:28]=[C:27]([CH:32]=[CH:31][C:30]=1[Cl:33])[O:26][CH2:25][C:23]1[C:22]([CH2:35][CH2:36][CH3:37])=[CH:21][C:20]2[C:16]([NH2:8])=[N:17][O:18][C:19]=2[CH:24]=1. The catalyst class is: 2. (4) Product: [ClH:30].[ClH:30].[ClH:30].[CH2:1]1[C:6]2[NH:7][C:8]3[C:13]([C:5]=2[CH2:4][CH2:3][N:2]1[CH2:14][CH2:15][CH2:16][N:17]1[CH2:18][CH2:19][NH:20][CH2:21][CH2:22]1)=[CH:12][CH:11]=[CH:10][CH:9]=3. The catalyst class is: 5. Reactant: [CH2:1]1[C:6]2[NH:7][C:8]3[C:13]([C:5]=2[CH2:4][CH2:3][N:2]1[CH2:14][CH2:15][CH2:16][N:17]1[CH2:22][CH2:21][N:20](C(OC(C)(C)C)=O)[CH2:19][CH2:18]1)=[CH:12][CH:11]=[CH:10][CH:9]=3.[ClH:30]. (5) Reactant: [NH2:1][CH2:2][CH2:3][OH:4].P(C#N)(OCC)(OCC)=O.[CH2:15]([O:22][C:23]([NH:25][C@@H:26]([CH2:30][C:31]1[CH:36]=[CH:35][C:34]([O:37][C:38]([F:41])([F:40])[F:39])=[CH:33][CH:32]=1)[C:27](O)=[O:28])=[O:24])[C:16]1[CH:21]=[CH:20][CH:19]=[CH:18][CH:17]=1.C(N(CC)CC)C. Product: [OH:4][CH2:3][CH2:2][NH:1][C:27](=[O:28])[C@@H:26]([NH:25][C:23](=[O:24])[O:22][CH2:15][C:16]1[CH:17]=[CH:18][CH:19]=[CH:20][CH:21]=1)[CH2:30][C:31]1[CH:36]=[CH:35][C:34]([O:37][C:38]([F:40])([F:39])[F:41])=[CH:33][CH:32]=1. The catalyst class is: 399. (6) Product: [CH3:1][N:2]1[CH:6]=[CH:5][N:4]=[N:3]1.[CH3:12][C:13]1[S:14][C:15]([CH:19]([C:6]2[N:2]([CH3:1])[N:3]=[N:4][CH:5]=2)[OH:20])=[C:16]([CH3:18])[N:17]=1. Reactant: [CH3:1][N:2]1[CH:6]=[CH:5][N:4]=[N:3]1.C([Li])CCC.[CH3:12][C:13]1[S:14][C:15]([CH:19]=[O:20])=[C:16]([CH3:18])[N:17]=1. The catalyst class is: 1. (7) Product: [Cl:1][C:2]1[C:3]([CH3:11])=[C:4]([CH:8]=[CH:9][CH:10]=1)[CH2:5][OH:6]. The catalyst class is: 1. Reactant: [Cl:1][C:2]1[C:3]([CH3:11])=[C:4]([CH:8]=[CH:9][CH:10]=1)[C:5](O)=[O:6].Cl. (8) Reactant: [N:1]1[C:10]2[C:5](=[CH:6][CH:7]=[CH:8][CH:9]=2)[N:4]=[CH:3][C:2]=1[C:11]1[CH:12]=[C:13]([NH2:17])[CH:14]=[CH:15][CH:16]=1.C(N(C(C)C)CC)(C)C.[C:27](Cl)(=[O:30])[CH:28]=[CH2:29]. Product: [N:1]1[C:10]2[C:5](=[CH:6][CH:7]=[CH:8][CH:9]=2)[N:4]=[CH:3][C:2]=1[C:11]1[CH:12]=[C:13]([NH:17][C:27](=[O:30])[CH:28]=[CH2:29])[CH:14]=[CH:15][CH:16]=1. The catalyst class is: 56. (9) Reactant: [Cl:1][C:2]1[CH:23]=[CH:22][CH:21]=[C:20]([Cl:24])[C:3]=1[CH2:4][N:5]1[CH2:9][C:8](=[O:10])[N:7]([CH2:11][C:12]2[CH:17]=[CH:16][CH:15]=[CH:14][C:13]=2[CH3:18])[C:6]1=[O:19].[CH3:25][Mg]Br.[Cl-].[NH4+]. Product: [Cl:24][C:20]1[CH:21]=[CH:22][CH:23]=[C:2]([Cl:1])[C:3]=1[CH2:4][N:5]1[CH2:9][C:8]([OH:10])([CH3:25])[N:7]([CH2:11][C:12]2[CH:17]=[CH:16][CH:15]=[CH:14][C:13]=2[CH3:18])[C:6]1=[O:19]. The catalyst class is: 7.